This data is from Full USPTO retrosynthesis dataset with 1.9M reactions from patents (1976-2016). The task is: Predict the reactants needed to synthesize the given product. (1) Given the product [Cl:1][C:2]1[CH:7]=[CH:6][C:5](/[C:8](=[CH:17]/[C:13]2[N:12]([CH3:11])[CH:16]=[CH:15][CH:14]=2)/[C:9]#[N:10])=[CH:4][CH:3]=1, predict the reactants needed to synthesize it. The reactants are: [Cl:1][C:2]1[CH:7]=[CH:6][C:5]([CH2:8][C:9]#[N:10])=[CH:4][CH:3]=1.[CH3:11][N:12]1[CH:16]=[CH:15][CH:14]=[C:13]1[CH:17]=O. (2) Given the product [I:16][C:6]1[CH:7]=[C:2]([CH3:1])[C:3]([NH2:8])=[N:4][CH:5]=1, predict the reactants needed to synthesize it. The reactants are: [CH3:1][C:2]1[C:3]([NH2:8])=[N:4][CH:5]=[CH:6][CH:7]=1.S(=O)(=O)(O)O.O.O.[I:16](O)(=O)(=O)=O.II.[O-]S([O-])(=S)=O.[Na+].[Na+].